Dataset: Catalyst prediction with 721,799 reactions and 888 catalyst types from USPTO. Task: Predict which catalyst facilitates the given reaction. (1) Product: [C:3]([O:7][C:8]([NH:10][C:13]1([CH2:12][C:11]([OH:17])=[O:20])[CH2:16][CH2:15][CH2:14]1)=[O:9])([CH3:6])([CH3:5])[CH3:4]. Reactant: [OH-].[Li+].[C:3]([O:7][C:8]([N:10]1[C:13]2([CH2:16][CH2:15][CH2:14]2)[CH2:12][C:11]1=[O:17])=[O:9])([CH3:6])([CH3:5])[CH3:4].C([O:20]CC)C.O. The catalyst class is: 7. (2) Reactant: [OH:1][C:2]1([CH2:15][SH:16])[CH2:7][CH2:6][N:5]([C:8]([O:10][C:11]([CH3:14])([CH3:13])[CH3:12])=[O:9])[CH2:4][CH2:3]1.[CH3:17][O:18][C:19]1[CH:20]=[C:21]2[C:26](=[CH:27][CH:28]=1)[C:25](=[O:29])[C:24](=[O:30])[CH:23]=[CH:22]2. Product: [OH:1][C:2]1([CH2:15][S:16][C:22]2[C:21]3[C:26](=[CH:27][CH:28]=[C:19]([O:18][CH3:17])[CH:20]=3)[C:25](=[O:29])[C:24](=[O:30])[CH:23]=2)[CH2:7][CH2:6][N:5]([C:8]([O:10][C:11]([CH3:12])([CH3:13])[CH3:14])=[O:9])[CH2:4][CH2:3]1. The catalyst class is: 10.